From a dataset of Reaction yield outcomes from USPTO patents with 853,638 reactions. Predict the reaction yield, written as a fraction of the theoretical maximum amount of product (1.0 means a 100% yield; for example, 0.34 means a 34% yield). (1) The catalyst is CO.CN(C=O)C.C(OCC)(=O)C. The reactants are C(OC([N:8]1[CH2:12][CH2:11][CH2:10][CH:9]1[C:13](=[O:28])[NH:14][C:15]1[CH:16]=[C:17]([C:21]2[CH:26]=[CH:25][C:24]([Cl:27])=[CH:23][CH:22]=2)[CH:18]=[CH:19][CH:20]=1)=O)(C)(C)C.Cl.[CH3:30][O:31][C:32]([NH:34][CH:35]([CH:39]([CH3:41])[CH3:40])[C:36](O)=[O:37])=[O:33].CN(C(ON1N=NC2C=CC=NC1=2)=[N+](C)C)C.F[P-](F)(F)(F)(F)F.CCN(C(C)C)C(C)C. The product is [CH3:30][O:31][C:32](=[O:33])[NH:34][CH:35]([C:36]([N:8]1[CH2:12][CH2:11][CH2:10][CH:9]1[C:13](=[O:28])[NH:14][C:15]1[CH:16]=[C:17]([C:21]2[CH:26]=[CH:25][C:24]([Cl:27])=[CH:23][CH:22]=2)[CH:18]=[CH:19][CH:20]=1)=[O:37])[CH:39]([CH3:41])[CH3:40]. The yield is 0.960. (2) The yield is 0.920. The catalyst is C1COCC1. The reactants are [NH2:1][C:2]1[CH:7]=[CH:6][C:5]([Br:8])=[CH:4][N:3]=1.N1C=CC=CC=1.[C:15](OC(=O)C)(=[O:17])[CH3:16].O. The product is [Br:8][C:5]1[CH:6]=[CH:7][C:2]([NH:1][C:15](=[O:17])[CH3:16])=[N:3][CH:4]=1.